From a dataset of Peptide-MHC class I binding affinity with 185,985 pairs from IEDB/IMGT. Regression. Given a peptide amino acid sequence and an MHC pseudo amino acid sequence, predict their binding affinity value. This is MHC class I binding data. (1) The peptide sequence is CEALLADGL. The MHC is HLA-A02:16 with pseudo-sequence HLA-A02:16. The binding affinity (normalized) is 0.0847. (2) The peptide sequence is LPTWLGAAI. The MHC is HLA-A31:01 with pseudo-sequence HLA-A31:01. The binding affinity (normalized) is 0.0847.